Dataset: Full USPTO retrosynthesis dataset with 1.9M reactions from patents (1976-2016). Task: Predict the reactants needed to synthesize the given product. Given the product [C:7]([C:11]1[C:1]([C:2]([Cl:4])=[O:3])=[CH:15][N:14]=[C:13]([CH3:20])[N:12]=1)([CH3:10])([CH3:9])[CH3:8], predict the reactants needed to synthesize it. The reactants are: [C:1](Cl)(=O)[C:2]([Cl:4])=[O:3].[C:7]([C:11]1C(C(O)=O)=[CH:15][N:14]=[C:13]([CH3:20])[N:12]=1)([CH3:10])([CH3:9])[CH3:8].